Dataset: Full USPTO retrosynthesis dataset with 1.9M reactions from patents (1976-2016). Task: Predict the reactants needed to synthesize the given product. Given the product [F:31][C:2]([F:1])([F:30])[C:3]1[CH:4]=[C:5]([NH:13][C:14]([NH:13][CH2:5][CH2:4][CH3:3])=[C:15]([S:18]([C:21]2[CH:22]=[CH:23][C:24]([Cl:27])=[CH:25][CH:26]=2)(=[O:19])=[O:20])[C:16]#[N:17])[CH:6]=[C:7]([C:9]([F:11])([F:12])[F:10])[CH:8]=1, predict the reactants needed to synthesize it. The reactants are: [F:1][C:2]([F:31])([F:30])[C:3]1[CH:4]=[C:5]([NH:13][C:14](SC)=[C:15]([S:18]([C:21]2[CH:26]=[CH:25][C:24]([Cl:27])=[CH:23][CH:22]=2)(=[O:20])=[O:19])[C:16]#[N:17])[CH:6]=[C:7]([C:9]([F:12])([F:11])[F:10])[CH:8]=1.